The task is: Predict the product of the given reaction.. This data is from Forward reaction prediction with 1.9M reactions from USPTO patents (1976-2016). (1) Given the reactants [Cl:1][C:2]1[N:12]=[CH:11][C:10]2[O:9][CH2:8][CH2:7][N:6]3[CH:13]=[C:14](I)[N:15]=[C:5]3[C:4]=2[CH:3]=1.C[Si](C)(C)N[Si](C)(C)C.C[N:27](C)[CH:28]=[O:29], predict the reaction product. The product is: [Cl:1][C:2]1[N:12]=[CH:11][C:10]2[O:9][CH2:8][CH2:7][N:6]3[CH:13]=[C:14]([C:28]([NH2:27])=[O:29])[N:15]=[C:5]3[C:4]=2[CH:3]=1. (2) Given the reactants [N:1]([C:4]1[CH:9]=[CH:8][CH:7]=[C:6]([C:10]([F:13])([F:12])[F:11])[CH:5]=1)=[C:2]=[O:3].[CH2:14]([NH2:18])[CH2:15][CH2:16][CH3:17], predict the reaction product. The product is: [CH2:14]([NH:18][C:2]([NH:1][C:4]1[CH:9]=[CH:8][CH:7]=[C:6]([C:10]([F:11])([F:12])[F:13])[CH:5]=1)=[O:3])[CH2:15][CH2:16][CH3:17]. (3) The product is: [N:5]1[CH:6]=[CH:7][C:2]([C:1]([Cl:12])=[O:9])=[CH:3][CH:4]=1. Given the reactants [C:1]([OH:9])(=O)[C:2]1[CH:7]=[CH:6][N:5]=[CH:4][CH:3]=1.S(Cl)([Cl:12])=O, predict the reaction product. (4) Given the reactants [O-2:1].[Ti+4:2].[O-2:3].N([C:6]([CH3:10])([CH3:9])[C:7]#N)=N[C:6]([CH3:10])([CH3:9])[C:7]#N.C(S([O-])(=O)=[O:29])CCCCCCCCCCC.[Na+].P([O-])([O-])([O-])=[O:34].[Ca+2].P([O-])([O-])([O-])=O.[Ca+2].[Ca+2], predict the reaction product. The product is: [O-2:29].[Ti+4:2].[O-2:34].[C:7]([O-:3])(=[O:1])[C:6]([CH3:10])=[CH2:9]. (5) Given the reactants Cl[C:2]1[N:7]=[CH:6][N:5]=[C:4]([NH:8][C:9]2[CH:14]=[CH:13][C:12]([P:15]([CH3:18])([CH3:17])=[O:16])=[CH:11][CH:10]=2)[CH:3]=1.C(N(CC)CC)C.[NH2:26][N:27]1[CH2:32][CH2:31][O:30][CH2:29][CH2:28]1, predict the reaction product. The product is: [CH3:17][P:15]([C:12]1[CH:13]=[CH:14][C:9]([NH:8][C:4]2[CH:3]=[C:2]([NH:26][N:27]3[CH2:32][CH2:31][O:30][CH2:29][CH2:28]3)[N:7]=[CH:6][N:5]=2)=[CH:10][CH:11]=1)([CH3:18])=[O:16].